This data is from Full USPTO retrosynthesis dataset with 1.9M reactions from patents (1976-2016). The task is: Predict the reactants needed to synthesize the given product. Given the product [CH3:22][O:23][C:24]1[CH:25]=[CH:26][C:27]([S:30]([C:2]2[CH:3]=[CH:4][C:5]3[O:14][C:13]4[CH2:12][CH2:11][N:10]([C:15]([O:17][C:18]([CH3:21])([CH3:20])[CH3:19])=[O:16])[CH2:9][C:8]=4[C:6]=3[CH:7]=2)(=[O:32])=[O:31])=[CH:28][CH:29]=1, predict the reactants needed to synthesize it. The reactants are: Br[C:2]1[CH:3]=[CH:4][C:5]2[O:14][C:13]3[CH2:12][CH2:11][N:10]([C:15]([O:17][C:18]([CH3:21])([CH3:20])[CH3:19])=[O:16])[CH2:9][C:8]=3[C:6]=2[CH:7]=1.[CH3:22][O:23][C:24]1[CH:29]=[CH:28][C:27]([S:30]([O-:32])=[O:31])=[CH:26][CH:25]=1.[Na+].